Task: Predict the reaction yield, written as a fraction of the theoretical maximum amount of product (1.0 means a 100% yield; for example, 0.34 means a 34% yield).. Dataset: Reaction yield outcomes from USPTO patents with 853,638 reactions (1) The reactants are [Br:1][C:2]1[CH:3]=[CH:4][C:5]([O:12][CH3:13])=[C:6]([S:8](Cl)(=[O:10])=[O:9])[CH:7]=1.[C:14]([N:21]1[CH2:24][C:23]([NH2:26])([CH3:25])[CH2:22]1)([O:16][C:17]([CH3:20])([CH3:19])[CH3:18])=[O:15].CCN(CC)CC. The catalyst is C1COCC1. The product is [Br:1][C:2]1[CH:3]=[CH:4][C:5]([O:12][CH3:13])=[C:6]([S:8]([NH:26][C:23]2([CH3:25])[CH2:24][N:21]([C:14]([O:16][C:17]([CH3:20])([CH3:19])[CH3:18])=[O:15])[CH2:22]2)(=[O:10])=[O:9])[CH:7]=1. The yield is 0.860. (2) The reactants are Cl.Cl.[CH2:3]([O:5][C:6](=[O:12])[CH2:7][NH:8][CH2:9][CH2:10][NH2:11])[CH3:4].C(N(CC)CC)C.[S:20]1[C:24]2[CH:25]=[CH:26][CH:27]=[CH:28][C:23]=2[N:22]=[C:21]1[S:29](Cl)(=[O:31])=[O:30]. The catalyst is ClCCl. The product is [CH2:3]([O:5][C:6](=[O:12])[CH2:7][NH:8][CH2:9][CH2:10][NH:11][S:29]([C:21]1[S:20][C:24]2[CH:25]=[CH:26][CH:27]=[CH:28][C:23]=2[N:22]=1)(=[O:30])=[O:31])[CH3:4]. The yield is 0.920.